Dataset: Reaction yield outcomes from USPTO patents with 853,638 reactions. Task: Predict the reaction yield, written as a fraction of the theoretical maximum amount of product (1.0 means a 100% yield; for example, 0.34 means a 34% yield). (1) The reactants are [F:1][C:2]([F:9])([F:8])[C:3]1[N:4]=[CH:5][NH:6][CH:7]=1.[H-].[Na+].FC(F)(F)S(O[C:18]1[C:23]([CH3:24])=[CH:22][C:21]([N+:25]([O-:27])=[O:26])=[CH:20][C:19]=1[CH3:28])(=O)=O. The catalyst is CN(C=O)C.O. The product is [CH3:24][C:23]1[CH:22]=[C:21]([N+:25]([O-:27])=[O:26])[CH:20]=[C:19]([CH3:28])[C:18]=1[N:6]1[CH:7]=[C:3]([C:2]([F:9])([F:8])[F:1])[N:4]=[CH:5]1. The yield is 0.210. (2) The reactants are [NH2:1][C:2]1[CH2:7][O:6][CH2:5][C@:4]2([C:20]3[CH:19]=[C:18]([OH:21])[N:17]=[CH:16][C:15]=3[O:14][C:13]3[C:8]2=[CH:9][C:10]([Br:22])=[CH:11][CH:12]=3)[N:3]=1.[F-].[Cs+].C(#N)C.[F:28][C:29]([F:41])(S(F)(=O)=O)C(O[Si](C)(C)C)=O. The catalyst is CCOC(C)=O. The product is [Br:22][C:10]1[CH:9]=[C:8]2[C@:4]3([N:3]=[C:2]([NH2:1])[CH2:7][O:6][CH2:5]3)[C:20]3[CH:19]=[C:18]([O:21][CH:29]([F:41])[F:28])[N:17]=[CH:16][C:15]=3[O:14][C:13]2=[CH:12][CH:11]=1. The yield is 0.197. (3) The yield is 0.530. The catalyst is C(OCC)(=O)C.C1C=CC([P]([Pd]([P](C2C=CC=CC=2)(C2C=CC=CC=2)C2C=CC=CC=2)([P](C2C=CC=CC=2)(C2C=CC=CC=2)C2C=CC=CC=2)[P](C2C=CC=CC=2)(C2C=CC=CC=2)C2C=CC=CC=2)(C2C=CC=CC=2)C2C=CC=CC=2)=CC=1.C(O)C. The product is [N:28]1([CH2:27][C:26]2[CH:33]=[CH:34][C:23]([C:6]3[CH:5]=[C:10]([CH2:38][CH:37]([CH3:43])[CH3:42])[CH:9]=[CH:8][C:7]=3[S:11]([NH:14][C:15]([CH3:16])([CH3:17])[CH3:18])(=[O:12])=[O:13])=[CH:24][CH:25]=2)[CH:32]=[CH:31][N:30]=[CH:29]1. The reactants are C([C:5]1[CH:10]=[CH:9][CH:8]=[C:7]([S:11]([NH:14][C:15]([CH3:18])([CH3:17])[CH3:16])(=[O:13])=[O:12])[C:6]=1B(O)O)C(C)C.Br[C:23]1[CH:34]=[CH:33][C:26]([CH2:27][N:28]2[CH:32]=[CH:31][N:30]=[CH:29]2)=[CH:25][CH:24]=1.[OH-].[Na+].[C:37]1([CH3:43])[CH:42]=CC=C[CH:38]=1. (4) The reactants are [Br:1][C:2]1[CH:7]=[CH:6][C:5]([N+:8]([O-])=O)=[C:4]([O:11][CH2:12][CH3:13])[CH:3]=1.CCO.O. The catalyst is [Fe].CC(O)=O. The product is [Br:1][C:2]1[CH:7]=[CH:6][C:5]([NH2:8])=[C:4]([O:11][CH2:12][CH3:13])[CH:3]=1. The yield is 0.960.